From a dataset of Reaction yield outcomes from USPTO patents with 853,638 reactions. Predict the reaction yield, written as a fraction of the theoretical maximum amount of product (1.0 means a 100% yield; for example, 0.34 means a 34% yield). (1) The reactants are [NH2:1][C:2]1[CH:30]=[CH:29][C:5]([O:6][C:7]2[CH:12]=[CH:11][N:10]=[C:9]([NH:13][C:14]([N:16]3[CH2:21][CH2:20][N:19]([CH:22]4[CH2:27][CH2:26][N:25]([CH3:28])[CH2:24][CH2:23]4)[CH2:18][CH2:17]3)=[O:15])[CH:8]=2)=[C:4]([F:31])[CH:3]=1.[F:32][C:33]1[CH:38]=[CH:37][C:36]([CH2:39][C:40]([N:42]=[C:43]=[O:44])=[O:41])=[CH:35][CH:34]=1. The catalyst is O1CCCC1. The product is [F:31][C:4]1[CH:3]=[C:2]([NH:1][C:43]([NH:42][C:40](=[O:41])[CH2:39][C:36]2[CH:37]=[CH:38][C:33]([F:32])=[CH:34][CH:35]=2)=[O:44])[CH:30]=[CH:29][C:5]=1[O:6][C:7]1[CH:12]=[CH:11][N:10]=[C:9]([NH:13][C:14]([N:16]2[CH2:21][CH2:20][N:19]([CH:22]3[CH2:27][CH2:26][N:25]([CH3:28])[CH2:24][CH2:23]3)[CH2:18][CH2:17]2)=[O:15])[CH:8]=1. The yield is 0.0850. (2) The reactants are [O:1]=[C:2]1[N:7]([C:8]2([C:11]([OH:13])=O)[CH2:10][CH2:9]2)[CH2:6][CH2:5][O:4][CH2:3]1.Cl.Cl.[NH2:16][C:17]1[CH:18]=[CH:19][C:20]([N:24]2[CH2:29][CH2:28][CH2:27][C@@H:26]([C:30]([N:32]3[CH2:36][CH2:35][CH2:34][CH2:33]3)=O)[CH2:25]2)=[N:21][C:22]=1[NH2:23].F[P-](F)(F)(F)(F)F.[N:44]1(OC(N(C)C)=[N+](C)C)[C:48]2N=CC=CC=2N=N1.C(N(C(C)C)CC)(C)C. The catalyst is CN(C)C=O. The product is [NH2:23][C:22]1[C:17]([NH:16][C:11]([C:8]2([N:7]3[CH2:6][CH2:5][O:4][CH2:3][C:2]3=[O:1])[CH2:9][CH2:10]2)=[O:13])=[CH:18][CH:19]=[C:20]([N:24]2[CH2:29][CH2:28][CH2:27][CH:26]([C:30]3[N:32]4[CH2:36][CH2:35][CH2:34][C:33]4=[CH:48][N:44]=3)[CH2:25]2)[N:21]=1. The yield is 0.947. (3) The reactants are Cl.[NH2:2][C:3]1[S:4][CH:5]=[CH:6][C:7]=1[C:8]([NH:10][C:11]1[CH:16]=[CH:15][CH:14]=[CH:13][C:12]=1[CH3:17])=[O:9].C(N(CC)CC)C.[Cl:25][CH2:26][C:27](Cl)=[O:28]. The catalyst is C(Cl)Cl. The product is [Cl:25][CH2:26][C:27]([NH:2][C:3]1[S:4][CH:5]=[CH:6][C:7]=1[C:8]([NH:10][C:11]1[CH:16]=[CH:15][CH:14]=[CH:13][C:12]=1[CH3:17])=[O:9])=[O:28]. The yield is 0.480.